From a dataset of Reaction yield outcomes from USPTO patents with 853,638 reactions. Predict the reaction yield, written as a fraction of the theoretical maximum amount of product (1.0 means a 100% yield; for example, 0.34 means a 34% yield). (1) The reactants are [CH3:1][N:2]1[C:7](=[O:8])[C:6]([NH:9][C:10]2[CH:19]=[C:13]3[CH2:14][N:15]([CH3:18])[CH2:16][CH2:17][N:12]3[N:11]=2)=[CH:5][C:4]([C:20]2[CH:25]=[CH:24][N:23]=[C:22]([N:26]3[C:38](=[O:39])[C:37]4[N:29]([C:30]5[C@H:31]6[CH2:40][C@@H:34]([C:35]=5[CH:36]=4)[CH2:33][CH2:32]6)[CH2:28][CH2:27]3)[C:21]=2[CH:41]=[O:42])=[CH:3]1.[BH4-].[Na+]. The yield is 0.750. The catalyst is CO. The product is [OH:42][CH2:41][C:21]1[C:22]([N:26]2[CH2:27][CH2:28][N:29]3[C:30]4[CH:31]5[CH2:40][CH:34]([C:35]=4[CH:36]=[C:37]3[C:38]2=[O:39])[CH2:33][CH2:32]5)=[N:23][CH:24]=[CH:25][C:20]=1[C:4]1[CH:5]=[C:6]([NH:9][C:10]2[CH:19]=[C:13]3[CH2:14][N:15]([CH3:18])[CH2:16][CH2:17][N:12]3[N:11]=2)[C:7](=[O:8])[N:2]([CH3:1])[CH:3]=1. (2) The catalyst is C(O)C.O.C(OCC)(=O)C. The yield is 0.600. The reactants are [Cl:1][C:2]1[CH:7]=[CH:6][C:5]([C:8]2([OH:41])[CH2:13][CH2:12][N:11]([CH2:14][CH2:15][CH:16]=[C:17]3[C:23]4[CH:24]=[CH:25][CH:26]=[N:27][C:22]=4[CH2:21][O:20][C:19]4[CH:28]=[CH:29][C:30]([O:32][CH2:33][CH2:34][O:35]C(=O)C)=[CH:31][C:18]3=4)[CH2:10][C:9]2([CH3:40])[CH3:39])=[CH:4][CH:3]=1.[OH-].[Na+]. The product is [Cl:1][C:2]1[CH:7]=[CH:6][C:5]([C:8]2([OH:41])[CH2:13][CH2:12][N:11]([CH2:14][CH2:15][CH:16]=[C:17]3[C:23]4[CH:24]=[CH:25][CH:26]=[N:27][C:22]=4[CH2:21][O:20][C:19]4[CH:28]=[CH:29][C:30]([O:32][CH2:33][CH2:34][OH:35])=[CH:31][C:18]3=4)[CH2:10][C:9]2([CH3:39])[CH3:40])=[CH:4][CH:3]=1. (3) The reactants are O=S(Cl)Cl.[N+:5]([C:8]1[CH:9]=[C:10]([CH:14]=[C:15]([N+:17]([O-:19])=[O:18])[CH:16]=1)[C:11]([OH:13])=[O:12])([O-:7])=[O:6].[CH3:20]O. No catalyst specified. The product is [N+:5]([C:8]1[CH:9]=[C:10]([CH:14]=[C:15]([N+:17]([O-:19])=[O:18])[CH:16]=1)[C:11]([O:13][CH3:20])=[O:12])([O-:7])=[O:6]. The yield is 0.990. (4) The reactants are [CH2:1]([OH:9])[CH2:2][C:3]1[CH:8]=[CH:7][CH:6]=[CH:5][CH:4]=1.[C:10]1([CH3:20])[CH:15]=[CH:14][C:13]([S:16](Cl)(=[O:18])=[O:17])=[CH:12][CH:11]=1. The catalyst is N1C=CC=CC=1.C(OCC)(=O)C. The product is [CH3:20][C:10]1[CH:15]=[CH:14][C:13]([S:16]([O:9][CH2:1][CH2:2][C:3]2[CH:8]=[CH:7][CH:6]=[CH:5][CH:4]=2)(=[O:18])=[O:17])=[CH:12][CH:11]=1. The yield is 0.510. (5) The reactants are [Br:1][C:2]1[CH:3]=[C:4]2[C:8](=[CH:9][C:10]=1[O:11][CH2:12][C:13]([CH3:15])=[CH2:14])[NH:7][C:6]([C:16]([O:18][CH2:19][CH3:20])=[O:17])=[CH:5]2.[H-].[Na+].[CH3:23]I.[NH4+].[Cl-]. The catalyst is CN(C=O)C.O. The product is [Br:1][C:2]1[CH:3]=[C:4]2[C:8](=[CH:9][C:10]=1[O:11][CH2:12][C:13]([CH3:15])=[CH2:14])[N:7]([CH3:23])[C:6]([C:16]([O:18][CH2:19][CH3:20])=[O:17])=[CH:5]2. The yield is 0.900. (6) The reactants are CS(C)=O.C(Cl)(=O)C(Cl)=O.[CH3:11][N:12]1[CH2:17][CH2:16][N:15]([C:18]2[CH:23]=[CH:22][C:21]([CH2:24][OH:25])=[CH:20][CH:19]=2)[CH2:14][CH2:13]1.C(N(CC)CC)C. The catalyst is C(Cl)Cl. The product is [CH3:11][N:12]1[CH2:17][CH2:16][N:15]([C:18]2[CH:23]=[CH:22][C:21]([CH:24]=[O:25])=[CH:20][CH:19]=2)[CH2:14][CH2:13]1. The yield is 0.610. (7) The reactants are [F:1][C:2]1[CH:24]=[CH:23][C:5]([O:6][C:7]2[CH:8]=[C:9]3[C:13](=[CH:14][C:15]=2[C:16]([NH2:18])=[O:17])[N:12]([CH2:19][CH:20]([CH3:22])[CH3:21])[N:11]=[CH:10]3)=[CH:4][CH:3]=1.C(N1C=CN=C1)(N1C=CN=C1)=O.[N:37]1([CH2:43][CH2:44]N)[CH2:42][CH2:41][CH2:40][CH2:39][CH2:38]1. The catalyst is C1COCC1. The product is [N:37]1([CH2:43][CH2:44][NH:18][C:16]([C:15]2[CH:14]=[C:13]3[C:9]([CH:10]=[N:11][N:12]3[CH2:19][CH:20]([CH3:22])[CH3:21])=[CH:8][C:7]=2[O:6][C:5]2[CH:23]=[CH:24][C:2]([F:1])=[CH:3][CH:4]=2)=[O:17])[CH2:42][CH2:41][CH2:40][CH2:39][CH2:38]1. The yield is 1.00. (8) The reactants are [CH2:1]([O:8][CH2:9][CH2:10][NH:11][C:12]1[CH:17]=[CH:16][CH:15]=[CH:14][CH:13]=1)[C:2]1[CH:7]=[CH:6][CH:5]=[CH:4][CH:3]=1.[CH2:18]([O:20][C:21]([C:23]1[CH2:28][CH2:27][CH2:26][CH:25](Br)[C:24]=1O)=[O:22])[CH3:19]. The catalyst is CC(O)C.[Cl-].[Zn+2].[Cl-]. The product is [CH2:18]([O:20][C:21]([CH:23]1[C:24]2[C:17]3[C:12](=[CH:13][CH:14]=[CH:15][CH:16]=3)[N:11]([CH2:10][CH2:9][O:8][CH2:1][C:2]3[CH:7]=[CH:6][CH:5]=[CH:4][CH:3]=3)[C:25]=2[CH2:26][CH2:27][CH2:28]1)=[O:22])[CH3:19]. The yield is 0.720. (9) The reactants are [Br:1][C:2]1[CH:3]=[C:4]2[C:8](=[CH:9][CH:10]=1)[NH:7][C:6](=[O:11])[C:5]2=[O:12].[H-].[Na+].Br.Br[CH2:17][C:18]1[CH:23]=[CH:22][CH:21]=[CH:20][N:19]=1. The catalyst is CN(C)C=O. The product is [Br:1][C:2]1[CH:3]=[C:4]2[C:8](=[CH:9][CH:10]=1)[N:7]([CH2:17][C:18]1[CH:23]=[CH:22][CH:21]=[CH:20][N:19]=1)[C:6](=[O:11])[C:5]2=[O:12]. The yield is 0.350. (10) The reactants are [CH2:1]([O:5][C:6]1[CH:10]=[C:9]([CH2:11][CH2:12][C:13](O)=[O:14])[N:8]([CH2:16][C:17]2[CH:22]=[CH:21][C:20]([C:23]([F:26])([F:25])[F:24])=[CH:19][C:18]=2[Cl:27])[N:7]=1)[CH2:2][CH2:3][CH3:4].[CH2:28]([S:33]([NH2:36])(=[O:35])=[O:34])[CH2:29][CH2:30][CH2:31][CH3:32].N12CCCN=C1CCCCC2. The catalyst is CN(C)C=O. The product is [CH2:1]([O:5][C:6]1[CH:10]=[C:9]([CH2:11][CH2:12][C:13]([NH:36][S:33]([CH2:28][CH2:29][CH2:30][CH2:31][CH3:32])(=[O:35])=[O:34])=[O:14])[N:8]([CH2:16][C:17]2[CH:22]=[CH:21][C:20]([C:23]([F:26])([F:25])[F:24])=[CH:19][C:18]=2[Cl:27])[N:7]=1)[CH2:2][CH2:3][CH3:4]. The yield is 0.400.